This data is from Forward reaction prediction with 1.9M reactions from USPTO patents (1976-2016). The task is: Predict the product of the given reaction. (1) The product is: [NH2:18][C:14]1[C:13]([C:9]2[N:10]([CH2:11][CH3:12])[C:4]3[CH:3]=[C:2]([O:26][C:27]4[CH:28]=[C:29]([C:33](=[O:43])[CH2:34][CH2:35][CH2:36][N:37]5[CH2:42][CH2:41][O:40][CH2:39][CH2:38]5)[CH:30]=[CH:31][CH:32]=4)[N:7]=[CH:6][C:5]=3[N:8]=2)=[N:17][O:16][N:15]=1. Given the reactants Br[C:2]1[N:7]=[CH:6][C:5]2[N:8]=[C:9]([C:13]3[C:14]([NH2:18])=[N:15][O:16][N:17]=3)[N:10]([CH2:11][CH3:12])[C:4]=2[CH:3]=1.NC1C=CC=CC=1.[OH:26][C:27]1[CH:28]=[C:29]([C:33](=[O:43])[CH2:34][CH2:35][CH2:36][N:37]2[CH2:42][CH2:41][O:40][CH2:39][CH2:38]2)[CH:30]=[CH:31][CH:32]=1.N1C2C(=CC=C3C=2N=CC=C3)C=CC=1.C([O-])([O-])=O.[Cs+].[Cs+], predict the reaction product. (2) Given the reactants [N:1]([CH2:4][C@@H:5]1[CH2:10][CH2:9][C@H:8]([O:11][CH2:12][C:13]2[CH:18]=[CH:17][CH:16]=[CH:15][CH:14]=2)[CH2:7][CH2:6]1)=[N+]=[N-].[H-].[H-].[H-].[H-].[Li+].[Al+3], predict the reaction product. The product is: [CH2:12]([O:11][C@@H:8]1[CH2:9][CH2:10][C@H:5]([CH2:4][NH2:1])[CH2:6][CH2:7]1)[C:13]1[CH:18]=[CH:17][CH:16]=[CH:15][CH:14]=1. (3) Given the reactants [Br:1][C:2]1[CH:7]=[C:6]([CH3:8])[CH:5]=[C:4]([CH2:9]Br)[CH:3]=1.[C-:11]#[N:12].[K+].O, predict the reaction product. The product is: [Br:1][C:2]1[CH:3]=[C:4]([CH:5]=[C:6]([CH3:8])[CH:7]=1)[CH2:9][C:11]#[N:12]. (4) Given the reactants [Cl:1][C:2]1[CH:7]=[CH:6][C:5]([C:8]2[CH:12]=[CH:11][S:10][C:9]=2[CH2:13][OH:14])=[CH:4][CH:3]=1.CN(C)C=O.C1C(=O)N([Br:27])C(=O)C1, predict the reaction product. The product is: [Br:27][C:11]1[S:10][C:9]([CH2:13][OH:14])=[C:8]([C:5]2[CH:6]=[CH:7][C:2]([Cl:1])=[CH:3][CH:4]=2)[CH:12]=1. (5) Given the reactants [CH:1]([N:4]1[CH2:9][CH2:8][N:7]([C:10]([CH:12]2[CH2:17][CH2:16][NH:15][CH2:14][CH2:13]2)=[O:11])[CH2:6][CH2:5]1)([CH3:3])[CH3:2].C1(C2C=C(F)[CH:24]=[CH:23][C:22]=2[C:28]([C:30]2[CH:35]=[CH:34][C:33](F)=[CH:32][C:31]=2C2CC2)=[O:29])CC1.C(=O)([O-])[O-].[K+].[K+].[ClH:46], predict the reaction product. The product is: [ClH:46].[CH:1]([N:4]1[CH2:9][CH2:8][N:7]([C:10]([CH:12]2[CH2:13][CH2:14][N:15]([C:33]3[CH:32]=[CH:31][C:30]([C:28]([CH:22]4[CH2:23][CH2:24]4)=[O:29])=[CH:35][CH:34]=3)[CH2:16][CH2:17]2)=[O:11])[CH2:6][CH2:5]1)([CH3:3])[CH3:2].